From a dataset of Peptide-MHC class I binding affinity with 185,985 pairs from IEDB/IMGT. Regression. Given a peptide amino acid sequence and an MHC pseudo amino acid sequence, predict their binding affinity value. This is MHC class I binding data. (1) The peptide sequence is IMYRYGNL. The MHC is H-2-Kb with pseudo-sequence H-2-Kb. The binding affinity (normalized) is 1.00. (2) The peptide sequence is RYEFTAPFI. The MHC is HLA-B15:01 with pseudo-sequence HLA-B15:01. The binding affinity (normalized) is 0.0847. (3) The MHC is HLA-A23:01 with pseudo-sequence HLA-A23:01. The binding affinity (normalized) is 0.0758. The peptide sequence is AAIDLSHFL. (4) The MHC is Mamu-A07 with pseudo-sequence Mamu-A07. The peptide sequence is NHTALTVVM. The binding affinity (normalized) is 0.675. (5) The peptide sequence is GILISLINSL. The MHC is HLA-A02:03 with pseudo-sequence HLA-A02:03. The binding affinity (normalized) is 0.356.